Dataset: Reaction yield outcomes from USPTO patents with 853,638 reactions. Task: Predict the reaction yield, written as a fraction of the theoretical maximum amount of product (1.0 means a 100% yield; for example, 0.34 means a 34% yield). (1) The reactants are Br[CH2:2][C:3]1[N:8]=[CH:7][C:6]([N:9]([C:17]([O:19][C:20]([CH3:23])([CH3:22])[CH3:21])=[O:18])[C:10]([O:12][C:13]([CH3:16])([CH3:15])[CH3:14])=[O:11])=[CH:5][CH:4]=1.[P:24]([O:31]CC)([O:28][CH2:29][CH3:30])[O:25][CH2:26][CH3:27]. The catalyst is C1(C)C(C)=CC=CC=1. The product is [C:13]([O:12][C:10]([N:9]([C:17]([O:19][C:20]([CH3:23])([CH3:22])[CH3:21])=[O:18])[C:6]1[CH:5]=[CH:4][C:3]([CH2:2][P:24](=[O:31])([O:28][CH2:29][CH3:30])[O:25][CH2:26][CH3:27])=[N:8][CH:7]=1)=[O:11])([CH3:16])([CH3:15])[CH3:14]. The yield is 0.920. (2) The reactants are Br[CH2:2][C:3]1[CH:8]=[CH:7][CH:6]=[CH:5][CH:4]=1.[Cl:9][C:10]1[CH:11]=[C:12]([NH:22][C:23](=[O:30])[C:24]2[CH:29]=[CH:28][CH:27]=[CH:26][N:25]=2)[CH:13]=[CH:14][C:15]=1[N:16]1[CH2:21][CH2:20][NH:19][CH2:18][CH2:17]1.C([O-])([O-])=O.[K+].[K+]. The catalyst is C(#N)C. The product is [CH2:2]([N:19]1[CH2:20][CH2:21][N:16]([C:15]2[CH:14]=[CH:13][C:12]([NH:22][C:23](=[O:30])[C:24]3[CH:29]=[CH:28][CH:27]=[CH:26][N:25]=3)=[CH:11][C:10]=2[Cl:9])[CH2:17][CH2:18]1)[C:3]1[CH:8]=[CH:7][CH:6]=[CH:5][CH:4]=1. The yield is 0.200. (3) The reactants are CC1C=CC(S(O[CH2:12][CH2:13][N:14]2[CH:18]=[C:17]([I:19])[CH:16]=[C:15]2[CH2:20][OH:21])(=O)=O)=CC=1.[H-].[Na+]. The catalyst is O1CCCC1. The product is [I:19][C:17]1[CH:16]=[C:15]2[N:14]([CH:18]=1)[CH2:13][CH2:12][O:21][CH2:20]2. The yield is 0.660. (4) The reactants are BrC1C(N2CCN(C(NC3C=CC=CC=3)=O)CC2)=C2N=C(C3C=CC(N(C)C)=CC=3)NC2=NC=1.[Cl:35][C:36]1[C:37]([N:46]2[CH2:51][CH2:50][N:49]([CH:52]([C:54]3[CH:59]=[CH:58][N:57]=[CH:56][CH:55]=3)[CH3:53])[CH2:48][CH2:47]2)=[C:38]([N+:43]([O-])=O)[C:39]([NH2:42])=[N:40][CH:41]=1.[O-]S(S([O-])=O)=O.[Na+].[Na+].[CH3:68][O:69][C:70]1[CH:75]=[CH:74][C:73]([CH:76]=O)=[CH:72][CH:71]=1. The catalyst is C(O)C.CN(C=O)C. The product is [Cl:35][C:36]1[C:37]([N:46]2[CH2:51][CH2:50][N:49]([CH:52]([C:54]3[CH:59]=[CH:58][N:57]=[CH:56][CH:55]=3)[CH3:53])[CH2:48][CH2:47]2)=[C:38]2[N:43]=[C:76]([C:73]3[CH:74]=[CH:75][C:70]([O:69][CH3:68])=[CH:71][CH:72]=3)[NH:42][C:39]2=[N:40][CH:41]=1. The yield is 0.420. (5) The reactants are [Br:1][C:2]1[CH:10]=[CH:9][CH:8]=[C:7]2[C:3]=1[CH2:4][C:5](=O)[NH:6]2.Cl.[OH-].[Na+].O. The catalyst is C1COCC1.CO. The product is [Br:1][C:2]1[CH:10]=[CH:9][CH:8]=[C:7]2[C:3]=1[CH2:4][CH2:5][NH:6]2. The yield is 0.450. (6) The reactants are Br[C:2]1[N:6]=[C:5]([NH:7][C:8](=[O:14])[O:9][C:10]([CH3:13])([CH3:12])[CH3:11])[S:4][N:3]=1.[NH:15]1[C:23]2[C:18](=[CH:19][C:20](B(O)O)=[CH:21][CH:22]=2)[CH:17]=[CH:16]1.C([O-])([O-])=O.[K+].[K+]. The catalyst is O1CCOCC1.C1C=CC([P]([Pd]([P](C2C=CC=CC=2)(C2C=CC=CC=2)C2C=CC=CC=2)([P](C2C=CC=CC=2)(C2C=CC=CC=2)C2C=CC=CC=2)[P](C2C=CC=CC=2)(C2C=CC=CC=2)C2C=CC=CC=2)(C2C=CC=CC=2)C2C=CC=CC=2)=CC=1. The product is [NH:15]1[C:23]2[C:18](=[CH:19][C:20]([C:2]3[N:6]=[C:5]([NH:7][C:8](=[O:14])[O:9][C:10]([CH3:13])([CH3:12])[CH3:11])[S:4][N:3]=3)=[CH:21][CH:22]=2)[CH:17]=[CH:16]1. The yield is 0.442. (7) The reactants are [CH2:1]([O:8][C:9]1[CH:14]=[CH:13][C:12]([C:15]2[N:36]([CH2:37][O:38][CH2:39][CH2:40][Si:41]([CH3:44])([CH3:43])[CH3:42])[C:18]3=[N:19][C:20]([NH:23][C:24]4[CH:25]=[N:26][N:27](C(OC(C)(C)C)=O)[CH:28]=4)=[CH:21][CH:22]=[C:17]3[N:16]=2)=[CH:11][CH:10]=1)[C:2]1[CH:7]=[CH:6][CH:5]=[CH:4][CH:3]=1.C(O)(C(F)(F)F)=O. No catalyst specified. The product is [CH2:1]([O:8][C:9]1[CH:14]=[CH:13][C:12]([C:15]2[N:36]([CH2:37][O:38][CH2:39][CH2:40][Si:41]([CH3:44])([CH3:43])[CH3:42])[C:18]3=[N:19][C:20]([NH:23][C:24]4[CH:25]=[N:26][NH:27][CH:28]=4)=[CH:21][CH:22]=[C:17]3[N:16]=2)=[CH:11][CH:10]=1)[C:2]1[CH:3]=[CH:4][CH:5]=[CH:6][CH:7]=1. The yield is 0.340.